This data is from Full USPTO retrosynthesis dataset with 1.9M reactions from patents (1976-2016). The task is: Predict the reactants needed to synthesize the given product. Given the product [NH2:14][C:13]1[C:6]([O:5][CH2:1][CH2:2][CH2:3][CH3:4])=[C:7]([I:17])[CH:8]=[C:9]([CH:12]=1)[CH:10]=[O:11], predict the reactants needed to synthesize it. The reactants are: [CH2:1]([O:5][C:6]1[C:13]([N+:14]([O-])=O)=[CH:12][C:9]([CH:10]=[O:11])=[CH:8][C:7]=1[I:17])[CH2:2][CH2:3][CH3:4].O.Cl[Sn]Cl.